This data is from Full USPTO retrosynthesis dataset with 1.9M reactions from patents (1976-2016). The task is: Predict the reactants needed to synthesize the given product. Given the product [NH2:31][C:9]1[CH2:8][C:7]([C:5](=[O:6])[N:4]([CH2:3][C:2]([NH2:1])=[O:42])[CH2:39][CH2:40][CH3:41])=[CH:13][C:12]2[CH:14]=[C:15]([C:18]3[CH:23]=[CH:22][C:21]([NH:24][C:25](=[O:29])[O:26][CH2:27][CH3:28])=[CH:20][C:19]=3[Cl:30])[CH:16]=[CH:17][C:11]=2[N:10]=1, predict the reactants needed to synthesize it. The reactants are: [NH2:1][C:2](=[O:42])[CH2:3][N:4]([CH2:39][CH2:40][CH3:41])[C:5]([C:7]1[CH2:8][C:9]([NH:31]C(OC(C)(C)C)=O)=[N:10][C:11]2[CH:17]=[CH:16][C:15]([C:18]3[CH:23]=[CH:22][C:21]([NH:24][C:25](=[O:29])[O:26][CH2:27][CH3:28])=[CH:20][C:19]=3[Cl:30])=[CH:14][C:12]=2[CH:13]=1)=[O:6].C(O)(C(F)(F)F)=O.C([O-])(O)=O.[Na+].